Dataset: Reaction yield outcomes from USPTO patents with 853,638 reactions. Task: Predict the reaction yield, written as a fraction of the theoretical maximum amount of product (1.0 means a 100% yield; for example, 0.34 means a 34% yield). (1) The reactants are [C:1]([N:4]1[C:13]2[C:8](=[CH:9][C:10]([Br:14])=[CH:11][CH:12]=2)[C@H:7]([NH:15]C=O)[CH2:6][C@@H:5]1[CH3:18])(=[O:3])[CH3:2].Cl.[OH-].[Na+]. The catalyst is CO. The product is [C:1]([N:4]1[C:13]2[C:8](=[CH:9][C:10]([Br:14])=[CH:11][CH:12]=2)[C@H:7]([NH2:15])[CH2:6][C@@H:5]1[CH3:18])(=[O:3])[CH3:2]. The yield is 0.910. (2) The reactants are Br[C:2]1[CH:7]=[CH:6][C:5]([C:8]2[N:17]([CH2:18][C@@H:19]3[CH2:23][CH2:22][N:21]([C:24]([CH:26]4[CH2:28][CH2:27]4)=[O:25])[CH2:20]3)[C:11]3=[N:12][CH:13]=[C:14]([Cl:16])[CH:15]=[C:10]3[N:9]=2)=[CH:4][CH:3]=1.CC1(C)C(C)(C)OB([C:37]2[CH:38]=[CH:39][C:40]3[O:44][CH:43]=[CH:42][C:41]=3[CH:45]=2)O1. The catalyst is C(=O)([O-])[O-].[Na+].[Na+].C(#N)C.C1C=CC([P]([Pd]([P](C2C=CC=CC=2)(C2C=CC=CC=2)C2C=CC=CC=2)([P](C2C=CC=CC=2)(C2C=CC=CC=2)C2C=CC=CC=2)[P](C2C=CC=CC=2)(C2C=CC=CC=2)C2C=CC=CC=2)(C2C=CC=CC=2)C2C=CC=CC=2)=CC=1. The product is [O:44]1[C:40]2[CH:39]=[CH:38][C:37]([C:2]3[CH:7]=[CH:6][C:5]([C:8]4[N:17]([CH2:18][C@@H:19]5[CH2:23][CH2:22][N:21]([C:24]([CH:26]6[CH2:27][CH2:28]6)=[O:25])[CH2:20]5)[C:11]5=[N:12][CH:13]=[C:14]([Cl:16])[CH:15]=[C:10]5[N:9]=4)=[CH:4][CH:3]=3)=[CH:45][C:41]=2[CH:42]=[CH:43]1. The yield is 0.170.